The task is: Predict the reactants needed to synthesize the given product.. This data is from Full USPTO retrosynthesis dataset with 1.9M reactions from patents (1976-2016). Given the product [Cl:1][C:2]1[CH:3]=[N:4][C:5]2[N:6]([N:8]=[C:9]([C:11]([N:16]3[CH2:17][CH2:18][C:19]4[C:24](=[C:23]([NH:25][C:26](=[O:28])[CH3:27])[CH:22]=[CH:21][CH:20]=4)[N:15]3[CH3:14])=[O:13])[CH:10]=2)[CH:7]=1, predict the reactants needed to synthesize it. The reactants are: [Cl:1][C:2]1[CH:3]=[N:4][C:5]2[N:6]([N:8]=[C:9]([C:11]([OH:13])=O)[CH:10]=2)[CH:7]=1.[CH3:14][N:15]1[C:24]2[C:19](=[CH:20][CH:21]=[CH:22][C:23]=2[NH:25][C:26](=[O:28])[CH3:27])[CH2:18][CH2:17][NH:16]1.